This data is from NCI-60 drug combinations with 297,098 pairs across 59 cell lines. The task is: Regression. Given two drug SMILES strings and cell line genomic features, predict the synergy score measuring deviation from expected non-interaction effect. Drug 1: CC1C(C(CC(O1)OC2CC(OC(C2O)C)OC3=CC4=CC5=C(C(=O)C(C(C5)C(C(=O)C(C(C)O)O)OC)OC6CC(C(C(O6)C)O)OC7CC(C(C(O7)C)O)OC8CC(C(C(O8)C)O)(C)O)C(=C4C(=C3C)O)O)O)O. Drug 2: CN1C2=C(C=C(C=C2)N(CCCl)CCCl)N=C1CCCC(=O)O.Cl. Cell line: U251. Synergy scores: CSS=10.8, Synergy_ZIP=-0.0947, Synergy_Bliss=-3.79, Synergy_Loewe=-49.4, Synergy_HSA=-5.14.